From a dataset of Full USPTO retrosynthesis dataset with 1.9M reactions from patents (1976-2016). Predict the reactants needed to synthesize the given product. (1) Given the product [O:26]=[C:17]1[C:18]2[C:19](=[CH:22][CH:23]=[CH:24][CH:25]=2)[C:20](=[O:21])[N:16]1[CH2:15][CH2:14][N:1]1[CH:5]=[CH:4][C:3]([C:6]([O:8][C:9]([CH3:12])([CH3:11])[CH3:10])=[O:7])=[CH:2]1, predict the reactants needed to synthesize it. The reactants are: [NH:1]1[CH:5]=[CH:4][C:3]([C:6]([O:8][C:9]([CH3:12])([CH3:11])[CH3:10])=[O:7])=[CH:2]1.Br[CH2:14][CH2:15][N:16]1[C:20](=[O:21])[C:19]2=[CH:22][CH:23]=[CH:24][CH:25]=[C:18]2[C:17]1=[O:26].C(=O)([O-])[O-].[Cs+].[Cs+]. (2) Given the product [N:1]([C@H:4]1[C@@H:9]([NH:10][C:11]([O:13][C:14]([CH3:17])([CH3:15])[CH3:16])=[O:12])[CH2:8][CH2:7][C@@H:6]([C:18]([OH:20])=[O:19])[CH2:5]1)=[N+:2]=[N-:3], predict the reactants needed to synthesize it. The reactants are: [N:1]([C@H:4]1[C@@H:9]([NH:10][C:11]([O:13][C:14]([CH3:17])([CH3:16])[CH3:15])=[O:12])[CH2:8][CH2:7][C@@H:6]([C:18]([O:20]CC2C=CC=CC=2)=[O:19])[CH2:5]1)=[N+:2]=[N-:3].[OH-].[Li+]. (3) Given the product [C:64]1([NH:63][C:30]([C@@H:20]2[NH:19][C@@H:18]([CH2:33][C:34]([CH3:35])([CH3:36])[CH3:37])[C@:17]3([C:12]4[C:13](=[CH:14][C:9]([Cl:8])=[CH:10][CH:11]=4)[NH:15][C:16]3=[O:38])[C@H:21]2[C:22]2[CH:27]=[CH:26][CH:25]=[C:24]([Cl:28])[C:23]=2[F:29])=[O:32])[CH:69]=[CH:68][CH:67]=[CH:66][CH:65]=1, predict the reactants needed to synthesize it. The reactants are: FC(F)(F)C(O)=O.[Cl:8][C:9]1[CH:14]=[C:13]2[NH:15][C:16](=[O:38])[C@:17]3([C@@H:21]([C:22]4[CH:27]=[CH:26][CH:25]=[C:24]([Cl:28])[C:23]=4[F:29])[C@H:20]([C:30]([OH:32])=O)[NH:19][C@H:18]3[CH2:33][C:34]([CH3:37])([CH3:36])[CH3:35])[C:12]2=[CH:11][CH:10]=1.C(N(C(C)C)CC)(C)C.C1(P(Cl)(C2C=CC=CC=2)=O)C=CC=CC=1.[NH2:63][C:64]1[CH:69]=[CH:68][CH:67]=[CH:66][CH:65]=1. (4) Given the product [F:43][C:44]1[CH:49]=[C:48]([C:21]2[N:29]3[C:24]([CH:25]=[N:26][C:27]([NH:30][C:31]4[CH:36]=[CH:35][CH:34]=[C:33]([N:37]5[CH2:42][CH2:41][O:40][CH2:39][CH2:38]5)[CH:32]=4)=[N:28]3)=[CH:23][CH:22]=2)[CH:47]=[CH:46][CH:45]=1, predict the reactants needed to synthesize it. The reactants are: C1(P(C2C=CC=CC=2)C2C=CC=CC=2)C=CC=CC=1.Br[C:21]1[N:29]2[C:24]([CH:25]=[N:26][C:27]([NH:30][C:31]3[CH:36]=[CH:35][CH:34]=[C:33]([N:37]4[CH2:42][CH2:41][O:40][CH2:39][CH2:38]4)[CH:32]=3)=[N:28]2)=[CH:23][CH:22]=1.[F:43][C:44]1[CH:45]=[C:46](B(O)O)[CH:47]=[CH:48][CH:49]=1.C(=O)([O-])[O-].[Na+].[Na+].[Cl-].[Na+]. (5) The reactants are: [NH:1]([C:3]1[N:8]=[CH:7][CH:6]=[CH:5][N:4]=1)[NH2:2].C(N(CC)CC)C.C[O:17][C:18](=O)[N:19]=[C:20](SC)[C:21]([C:35]1[CH:44]=[C:43]([O:45][CH3:46])[C:38]2[O:39][CH2:40][CH2:41][O:42][C:37]=2[C:36]=1[F:47])=[N:22][C:23]1[CH:28]=[CH:27][C:26]([C:29]2[N:33]=[C:32]([CH3:34])[O:31][N:30]=2)=[CH:25][CH:24]=1. Given the product [F:47][C:36]1[C:37]2[O:42][CH2:41][CH2:40][O:39][C:38]=2[C:43]([O:45][CH3:46])=[CH:44][C:35]=1[CH:21]([NH:22][C:23]1[CH:24]=[CH:25][C:26]([C:29]2[N:33]=[C:32]([CH3:34])[O:31][N:30]=2)=[CH:27][CH:28]=1)[C:20]1[NH:19][C:18](=[O:17])[N:1]([C:3]2[N:8]=[CH:7][CH:6]=[CH:5][N:4]=2)[N:2]=1, predict the reactants needed to synthesize it. (6) Given the product [Si:17]([O:16][CH2:15][C@@H:14]([N:8]1[C:9]2[C:4](=[CH:3][C:2]([NH:41][CH2:40][C:37]3[CH:38]=[CH:39][C:34]([CH3:33])=[CH:35][CH:36]=3)=[C:11]([O:12][CH3:13])[N:10]=2)[C:5](=[O:32])[C:6]([C:27]([O:29][CH2:30][CH3:31])=[O:28])=[CH:7]1)[CH:24]([CH3:26])[CH3:25])([C:20]([CH3:23])([CH3:22])[CH3:21])([CH3:19])[CH3:18], predict the reactants needed to synthesize it. The reactants are: Br[C:2]1[CH:3]=[C:4]2[C:9](=[N:10][C:11]=1[O:12][CH3:13])[N:8]([C@@H:14]([CH:24]([CH3:26])[CH3:25])[CH2:15][O:16][Si:17]([C:20]([CH3:23])([CH3:22])[CH3:21])([CH3:19])[CH3:18])[CH:7]=[C:6]([C:27]([O:29][CH2:30][CH3:31])=[O:28])[C:5]2=[O:32].[CH3:33][C:34]1[CH:35]=[CH:36][C:37]([CH2:40][NH2:41])=[CH:38][CH:39]=1.C1C=CC(P(C2C(C3C(P(C4C=CC=CC=4)C4C=CC=CC=4)=CC=C4C=3C=CC=C4)=C3C(C=CC=C3)=CC=2)C2C=CC=CC=2)=CC=1.C([O-])([O-])=O.[Cs+].[Cs+]. (7) Given the product [CH3:1][C:2]1[CH:7]=[CH:6][C:5]([S:8]([O:11][CH2:12][CH:13]2[CH2:17][C:16]3[CH:18]=[CH:19][CH:20]=[C:21]([C:28]4[CH:27]=[CH:26][CH:25]=[C:24]([F:23])[CH:29]=4)[C:15]=3[O:14]2)(=[O:10])=[O:9])=[CH:4][CH:3]=1, predict the reactants needed to synthesize it. The reactants are: [CH3:1][C:2]1[CH:7]=[CH:6][C:5]([S:8]([O:11][CH2:12][CH:13]2[CH2:17][C:16]3[CH:18]=[CH:19][CH:20]=[C:21](Br)[C:15]=3[O:14]2)(=[O:10])=[O:9])=[CH:4][CH:3]=1.[F:23][C:24]1[CH:25]=[C:26](B(O)O)[CH:27]=[CH:28][CH:29]=1.C(=O)([O-])[O-].[K+].[K+].CC1C=CC(S(OCC2CC3C(C4C=CC=CC=4)=CC=CC=3O2)(=O)=O)=CC=1. (8) Given the product [Cl:25][C:5]1[CH:6]=[C:7]([NH:10][C:11]([O:13][C:14]([CH3:17])([CH3:16])[CH3:15])=[O:12])[CH:8]=[CH:9][C:4]=1[CH2:3][OH:2], predict the reactants needed to synthesize it. The reactants are: C[O:2][C:3](=O)[C:4]1[CH:9]=[CH:8][C:7]([N:10](C(OC(C)(C)C)=O)[C:11]([O:13][C:14]([CH3:17])([CH3:16])[CH3:15])=[O:12])=[CH:6][C:5]=1[Cl:25].[H-].[Al+3].[Li+].[H-].[H-].[H-].